This data is from Forward reaction prediction with 1.9M reactions from USPTO patents (1976-2016). The task is: Predict the product of the given reaction. (1) Given the reactants [NH:1]1[CH2:6][CH2:5][CH:4]([C:7]2[CH:12]=[CH:11][C:10]([NH:13][C:14]([N:16]3[CH2:19][CH:18]([C:20]4[CH:21]=[N:22][CH:23]=[CH:24][CH:25]=4)[CH2:17]3)=[O:15])=[CH:9][CH:8]=2)[CH2:3][CH2:2]1.[CH:26]1([CH:31]=O)[CH2:30][CH2:29][CH2:28][CH2:27]1.C(O)(=O)C.C([BH3-])#N, predict the reaction product. The product is: [CH:26]1([CH2:31][N:1]2[CH2:6][CH2:5][CH:4]([C:7]3[CH:8]=[CH:9][C:10]([NH:13][C:14]([N:16]4[CH2:19][CH:18]([C:20]5[CH:21]=[N:22][CH:23]=[CH:24][CH:25]=5)[CH2:17]4)=[O:15])=[CH:11][CH:12]=3)[CH2:3][CH2:2]2)[CH2:30][CH2:29][CH2:28][CH2:27]1. (2) Given the reactants [Cl:1][C:2]1[CH:7]=[CH:6][CH:5]=[CH:4][C:3]=1[C:8]1[CH:19]=[C:18]2[C:14]([CH:15]=[CH:16][N:17]2[CH3:20])=[C:13]2[C:9]=1[C:10](=[O:22])[NH:11][C:12]2=[O:21].[CH2:23]=O.[NH:25]1[CH2:29][CH2:28][CH2:27][CH2:26]1, predict the reaction product. The product is: [Cl:1][C:2]1[CH:7]=[CH:6][CH:5]=[CH:4][C:3]=1[C:8]1[CH:19]=[C:18]2[C:14]([C:15]([CH2:23][N:25]3[CH2:29][CH2:28][CH2:27][CH2:26]3)=[CH:16][N:17]2[CH3:20])=[C:13]2[C:9]=1[C:10](=[O:22])[NH:11][C:12]2=[O:21]. (3) Given the reactants [NH2:1][C@H:2]1[CH2:6][N:5]([C:7](OC(C)(C)C)=O)[C@@H:4]([CH2:14][O:15][C:16]2[CH:21]=[CH:20][C:19]([F:22])=[CH:18][CH:17]=2)[CH2:3]1.CC[N:25](C(C)C)C(C)C.[Br:32][C:33]1[CH:38]=[CH:37][C:36]([Br:39])=[CH:35][C:34]=1[S:40](Cl)(=[O:42])=[O:41].Cl.N#CBr.C(O)C(N)(CO)CO, predict the reaction product. The product is: [Br:32][C:33]1[CH:38]=[CH:37][C:36]([Br:39])=[CH:35][C:34]=1[S:40]([NH:1][C@@H:2]1[CH2:3][C@H:4]([CH2:14][O:15][C:16]2[CH:17]=[CH:18][C:19]([F:22])=[CH:20][CH:21]=2)[N:5]([C:7]#[N:25])[CH2:6]1)(=[O:42])=[O:41]. (4) Given the reactants Cl.O.[NH:3]1[CH2:8][CH2:7][C:6](=[O:9])[CH2:5][CH2:4]1.C([O-])([O-])=O.[K+].[K+].[CH3:16][S:17](Cl)(=[O:19])=[O:18], predict the reaction product. The product is: [CH3:16][S:17]([N:3]1[CH2:8][CH2:7][C:6](=[O:9])[CH2:5][CH2:4]1)(=[O:19])=[O:18]. (5) Given the reactants FC(F)(F)C(O)=O.[N:8]([CH2:11][CH2:12][C:13]([CH3:42])([CH3:41])[CH2:14][CH:15]1[NH:19][CH:18]([C:20]([OH:22])=O)[CH:17]([C:23]2[CH:28]=[CH:27][CH:26]=[C:25]([Cl:29])[C:24]=2[F:30])[C:16]1([C:33]1[CH:38]=[CH:37][C:36]([Cl:39])=[CH:35][C:34]=1[F:40])[C:31]#[N:32])=[N+:9]=[N-:10].[CH3:43][C:44]1([CH3:52])[O:48][C@@H:47]([CH2:49][CH2:50][NH2:51])[CH2:46][O:45]1.CN(C(ON1N=NC2C=CC=NC1=2)=[N+](C)C)C.F[P-](F)(F)(F)(F)F.CCN(C(C)C)C(C)C, predict the reaction product. The product is: [CH3:43][C:44]1([CH3:52])[O:48][C@@H:47]([CH2:49][CH2:50][NH:51][C:20]([CH:18]2[CH:17]([C:23]3[CH:28]=[CH:27][CH:26]=[C:25]([Cl:29])[C:24]=3[F:30])[C:16]([C:33]3[CH:38]=[CH:37][C:36]([Cl:39])=[CH:35][C:34]=3[F:40])([C:31]#[N:32])[CH:15]([CH2:14][C:13]([CH3:42])([CH3:41])[CH2:12][CH2:11][N:8]=[N+:9]=[N-:10])[NH:19]2)=[O:22])[CH2:46][O:45]1.